From a dataset of Reaction yield outcomes from USPTO patents with 853,638 reactions. Predict the reaction yield, written as a fraction of the theoretical maximum amount of product (1.0 means a 100% yield; for example, 0.34 means a 34% yield). (1) The reactants are [OH:1][C:2]1[CH:7]=[CH:6][C:5]([C:8]2[CH:13]=[CH:12][C:11]([C:14]#[N:15])=[CH:10][CH:9]=2)=[CH:4][C:3]=1I.C(N(CC)CC)C.[CH2:24]([OH:28])[CH2:25][C:26]#[CH:27]. The catalyst is CN(C)C=O.ClCCl.CCCCCC. The product is [OH:28][CH2:24][CH2:25][C:26]1[O:1][C:2]2[CH:7]=[CH:6][C:5]([C:8]3[CH:13]=[CH:12][C:11]([C:14]#[N:15])=[CH:10][CH:9]=3)=[CH:4][C:3]=2[CH:27]=1. The yield is 0.950. (2) The reactants are [OH:1][CH2:2][C@:3]12[C:20](=[O:21])[CH2:19][C:18]([C:22]([O:24][CH3:25])=[O:23])=[CH:17][CH2:16][C@@H:4]1[C@:5]1([CH3:15])[CH:10]([CH2:11][CH2:12]2)[C:9]([CH3:14])([CH3:13])[CH2:8][CH2:7][CH2:6]1.CC(OI1(OC(C)=O)(OC(C)=O)OC(=O)C2C=CC=CC1=2)=O. The product is [CH3:25][O:24][C:22]([C:18]1[CH2:19][C:20](=[O:21])[C@:3]2([CH:2]=[O:1])[CH2:12][CH2:11][CH:10]3[C@:5]([CH3:15])([CH2:6][CH2:7][CH2:8][C:9]3([CH3:13])[CH3:14])[C@H:4]2[CH2:16][CH:17]=1)=[O:23]. The catalyst is C(Cl)Cl.[O-]S([O-])(=S)=O.[Na+].[Na+].C([O-])(O)=O.[Na+]. The yield is 0.800. (3) The product is [ClH:30].[S:12]1[CH:16]=[CH:15][C:14]2[C:17]([N:21]3[CH2:22][CH2:23][N:24]([CH2:27][CH2:28][CH2:29][O:1][C:2]4[N:3]=[CH:4][C:5]5[C:10]([CH:11]=4)=[CH:9][CH:8]=[CH:7][CH:6]=5)[CH2:25][CH2:26]3)=[CH:18][CH:19]=[CH:20][C:13]1=2. The reactants are [OH:1][C:2]1[N:3]=[CH:4][C:5]2[C:10]([CH:11]=1)=[CH:9][CH:8]=[CH:7][CH:6]=2.[S:12]1[CH:16]=[CH:15][C:14]2[C:17]([N:21]3[CH2:26][CH2:25][N:24]([CH2:27][CH2:28][CH2:29][Cl:30])[CH2:23][CH2:22]3)=[CH:18][CH:19]=[CH:20][C:13]1=2.C(=O)([O-])[O-].[K+].[K+].CN(C)C=O. The yield is 0.370. The catalyst is O.